Dataset: Forward reaction prediction with 1.9M reactions from USPTO patents (1976-2016). Task: Predict the product of the given reaction. (1) Given the reactants [C:1]([O:5][C:6]([NH:8][C@@H:9]([CH2:13][C:14]1[CH:19]=[CH:18][C:17]([O:20][CH2:21][CH2:22][C@H:23]([CH:25]2[CH2:30][CH2:29][N:28]([C:31]3[O:35][N:34]=[C:33]([CH:36]([CH3:38])[CH3:37])[N:32]=3)[CH2:27][CH2:26]2)[CH3:24])=[CH:16][C:15]=1[F:39])[C:10](O)=[O:11])=[O:7])([CH3:4])([CH3:3])[CH3:2].[NH:40]1[CH2:44][CH2:43][CH2:42][C@H:41]1[C:45]([NH2:47])=[O:46], predict the reaction product. The product is: [C:1]([O:5][C:6](=[O:7])[NH:8][C@@H:9]([CH2:13][C:14]1[CH:19]=[CH:18][C:17]([O:20][CH2:21][CH2:22][C@H:23]([CH:25]2[CH2:30][CH2:29][N:28]([C:31]3[O:35][N:34]=[C:33]([CH:36]([CH3:38])[CH3:37])[N:32]=3)[CH2:27][CH2:26]2)[CH3:24])=[CH:16][C:15]=1[F:39])[C:10]([N:40]1[CH2:44][CH2:43][CH2:42][C@H:41]1[C:45](=[O:46])[NH2:47])=[O:11])([CH3:2])([CH3:4])[CH3:3]. (2) Given the reactants [C:1]([O:5][C:6]([C:8]1[CH:41]=[CH:40][C:11]([CH2:12][N:13]2[C:17](=[O:18])[C:16]3([CH2:23][CH2:22][N:21](C(OCC4C=CC=CC=4)=O)[CH2:20][CH2:19]3)[N:15]([C:34]3[CH:39]=[CH:38][CH:37]=[CH:36][CH:35]=3)[CH2:14]2)=[CH:10][CH:9]=1)=[O:7])([CH3:4])([CH3:3])[CH3:2], predict the reaction product. The product is: [O:18]=[C:17]1[C:16]2([CH2:23][CH2:22][NH:21][CH2:20][CH2:19]2)[N:15]([C:34]2[CH:39]=[CH:38][CH:37]=[CH:36][CH:35]=2)[CH2:14][N:13]1[CH2:12][C:11]1[CH:10]=[CH:9][C:8]([C:6]([O:5][C:1]([CH3:2])([CH3:4])[CH3:3])=[O:7])=[CH:41][CH:40]=1.